This data is from Full USPTO retrosynthesis dataset with 1.9M reactions from patents (1976-2016). The task is: Predict the reactants needed to synthesize the given product. (1) Given the product [C:1]([O:5][C@@H:6]([C@H:7]1[CH2:13][O:12][C:11](=[O:20])[N:10]1[CH2:30][C:29]1[CH:32]=[CH:33][C:26]([O:25][CH3:24])=[CH:27][CH:28]=1)[CH3:21])([CH3:2])([CH3:3])[CH3:4], predict the reactants needed to synthesize it. The reactants are: [C:1]([O:5][C@H:6]([CH3:21])[C@H:7]([NH:10][C:11](=[O:20])[O:12][CH2:13]C1C=CC=CC=1)CO)([CH3:4])([CH3:3])[CH3:2].[H-].[Na+].[CH3:24][O:25][C:26]1[CH:33]=[CH:32][C:29]([CH2:30]Cl)=[CH:28][CH:27]=1.CCOC(C)=O. (2) Given the product [S:1]1[C:5]2[CH:6]=[CH:7][CH:8]=[CH:9][C:4]=2[N:3]=[C:2]1[C:10]1[C:11]([NH:15][CH:16]=[O:17])=[N:12][NH:13][CH:14]=1, predict the reactants needed to synthesize it. The reactants are: [S:1]1[C:5]2[CH:6]=[CH:7][CH:8]=[CH:9][C:4]=2[N:3]=[C:2]1[C:10]1[C:11]([NH2:15])=[N:12][NH:13][CH:14]=1.[CH:16](O)=[O:17].